This data is from Full USPTO retrosynthesis dataset with 1.9M reactions from patents (1976-2016). The task is: Predict the reactants needed to synthesize the given product. (1) The reactants are: [Br:1][C:2]1[CH:11]=[CH:10][C:9]([N+:12]([O-])=O)=[CH:8][C:3]=1[C:4]([O:6][CH3:7])=[O:5].[NH4+].[Cl-]. Given the product [Br:1][C:2]1[CH:11]=[CH:10][C:9]([NH2:12])=[CH:8][C:3]=1[C:4]([O:6][CH3:7])=[O:5], predict the reactants needed to synthesize it. (2) Given the product [CH3:26][O:27][C:28]1[CH:29]=[C:30]([NH:41][C:15]2[N:14]=[CH:13][C:12]3=[CH:11][CH:10]=[C:9]([C:6]4[CH:7]=[N:8][C:3]([O:2][CH3:1])=[CH:4][CH:5]=4)[N:17]3[N:16]=2)[CH:31]=[CH:32][C:33]=1[CH:34]1[CH2:35][CH2:36][N:37]([CH3:40])[CH2:38][CH2:39]1, predict the reactants needed to synthesize it. The reactants are: [CH3:1][O:2][C:3]1[N:8]=[CH:7][C:6]([C:9]2[N:17]3[C:12]([CH:13]=[N:14][C:15](OS(C(F)(F)F)(=O)=O)=[N:16]3)=[CH:11][CH:10]=2)=[CH:5][CH:4]=1.[CH3:26][O:27][C:28]1[CH:29]=[C:30]([NH2:41])[CH:31]=[CH:32][C:33]=1[CH:34]1[CH2:39][CH2:38][N:37]([CH3:40])[CH2:36][CH2:35]1. (3) Given the product [NH:4]1[C:5]([C:6]2[CH:7]=[C:8]([CH:31]=[C:32]([C:34]([F:37])([F:35])[F:36])[CH:33]=2)[CH2:9][O:10][CH2:11][C:12]2([C:25]3[CH:30]=[CH:29][CH:28]=[CH:27][CH:26]=3)[CH2:13][CH2:14][NH:15][CH2:16][CH2:17]2)=[N:1][N:2]=[N:3]1, predict the reactants needed to synthesize it. The reactants are: [NH:1]1[C:5]([C:6]2[CH:7]=[C:8]([CH:31]=[C:32]([C:34]([F:37])([F:36])[F:35])[CH:33]=2)[CH2:9][O:10][CH2:11][C:12]2([C:25]3[CH:30]=[CH:29][CH:28]=[CH:27][CH:26]=3)[CH2:17][CH2:16][N:15](C(OC(C)(C)C)=O)[CH2:14][CH2:13]2)=[N:4][N:3]=[N:2]1. (4) Given the product [F:44][C:36]1[CH:35]=[C:34]([CH2:33][O:1][C:2]2[CH:7]=[CH:6][C:5]([CH2:8][CH2:9][C:10]([O:12][CH2:13][CH3:14])=[O:11])=[C:4]([CH3:15])[C:3]=2[CH3:16])[C:42]2[O:41][C:40]([CH3:43])=[CH:39][C:38]=2[CH:37]=1, predict the reactants needed to synthesize it. The reactants are: [OH:1][C:2]1[CH:7]=[CH:6][C:5]([CH2:8][CH2:9][C:10]([O:12][CH2:13][CH3:14])=[O:11])=[C:4]([CH3:15])[C:3]=1[CH3:16].CN(C)C=O.C(=O)([O-])[O-].[K+].[K+].CS(O[CH2:33][C:34]1[C:42]2[O:41][C:40]([CH3:43])=[CH:39][C:38]=2[CH:37]=[C:36]([F:44])[CH:35]=1)(=O)=O. (5) Given the product [C:32]([C:29]1[CH:28]=[CH:27][C:26]([S:23]([NH:22][C:11]2[CH:12]=[C:13]3[C:8](=[CH:9][CH:10]=2)[NH:7][C:6]([C:4]([OH:5])=[O:3])=[C:14]3[C:15]2[CH:20]=[CH:19][CH:18]=[C:17]([CH3:21])[CH:16]=2)(=[O:24])=[O:25])=[CH:31][CH:30]=1)([CH3:35])([CH3:34])[CH3:33], predict the reactants needed to synthesize it. The reactants are: C([O:3][C:4]([C:6]1[NH:7][C:8]2[C:13]([C:14]=1[C:15]1[CH:20]=[CH:19][CH:18]=[C:17]([CH3:21])[CH:16]=1)=[CH:12][C:11]([NH:22][S:23]([C:26]1[CH:31]=[CH:30][C:29]([C:32]([CH3:35])([CH3:34])[CH3:33])=[CH:28][CH:27]=1)(=[O:25])=[O:24])=[CH:10][CH:9]=2)=[O:5])C.[OH-].[Na+]. (6) Given the product [Br:1][C:2]1[CH:3]=[C:4]2[C:8](=[CH:9][CH:10]=1)[CH2:7][C:6]([CH2:11][CH2:12][OH:13])=[CH:5]2, predict the reactants needed to synthesize it. The reactants are: [Br:1][C:2]1[CH:3]=[C:4]2[C:8](=[CH:9][CH:10]=1)[CH2:7][C:6]([CH2:11][C:12](OC)=[O:13])=[CH:5]2.[H-].[Al+3].[Li+].[H-].[H-].[H-].S([O-])([O-])(=O)=O.[Na+].[Na+]. (7) Given the product [CH2:23]([O:25][C:26](=[O:34])[C:27]([CH3:29])([S:30][CH2:8][CH2:7][CH:4]1[CH2:3][CH2:2][O:1][CH2:6][CH2:5]1)[CH3:28])[CH3:24], predict the reactants needed to synthesize it. The reactants are: [O:1]1[CH2:6][CH2:5][CH:4]([CH2:7][CH2:8]OS(C2C=CC(C)=CC=2)(=O)=O)[CH2:3][CH2:2]1.C[O-].[Na+].[CH2:23]([O:25][C:26](=[O:34])[C:27]([S:30]C(=O)C)([CH3:29])[CH3:28])[CH3:24].